From a dataset of Catalyst prediction with 721,799 reactions and 888 catalyst types from USPTO. Predict which catalyst facilitates the given reaction. (1) Reactant: [OH:1][CH2:2][C@@H:3]1[C@H:7]([C:8]2[CH:13]=[CH:12][CH:11]=[C:10]([F:14])[CH:9]=2)[CH2:6][C:5](=[CH2:15])[CH2:4]1.[CH2:16](Br)[C:17]1[CH:22]=[CH:21][CH:20]=[CH:19][CH:18]=1.[H-].[Na+]. Product: [CH2:16]([O:1][CH2:2][C@@H:3]1[C@H:7]([C:8]2[CH:13]=[CH:12][CH:11]=[C:10]([F:14])[CH:9]=2)[CH2:6][C:5](=[CH2:15])[CH2:4]1)[C:17]1[CH:22]=[CH:21][CH:20]=[CH:19][CH:18]=1. The catalyst class is: 215. (2) Reactant: C(NC(C)C)(C)C.C([Li])CCC.[CH:13]1([CH2:19][CH:20]2[CH2:25][CH2:24][O:23][C:21]2=[O:22])[CH2:18][CH2:17][CH2:16][CH2:15][CH2:14]1.[CH3:26][O:27][CH2:28]Cl. Product: [CH:13]1([CH2:19][C:20]2([CH2:26][O:27][CH3:28])[CH2:25][CH2:24][O:23][C:21]2=[O:22])[CH2:14][CH2:15][CH2:16][CH2:17][CH2:18]1. The catalyst class is: 1. (3) Reactant: Br[C:2]1[CH:7]=[CH:6][C:5]([S:8]([NH:11][C:12]2[S:13][CH:14]=[CH:15][N:16]=2)(=[O:10])=[O:9])=[C:4]([F:17])[CH:3]=1.CC(C)([O-])C.[Na+].CC1(C)C2C=CC=C(P(C3C=CC=CC=3)C3C=CC=CC=3)C=2OC2C1=CC=CC=2P(C1C=CC=CC=1)C1C=CC=CC=1.O1CCOCC1.[CH3:72][O:73][C:74]1[CH:82]=[C:81]([O:83][CH3:84])[CH:80]=[CH:79][C:75]=1[CH2:76][NH:77][CH3:78]. Product: [CH3:72][O:73][C:74]1[CH:82]=[C:81]([O:83][CH3:84])[CH:80]=[CH:79][C:75]=1[CH2:76][N:77]([CH3:78])[C:2]1[CH:7]=[CH:6][C:5]([S:8]([NH:11][C:12]2[S:13][CH:14]=[CH:15][N:16]=2)(=[O:10])=[O:9])=[C:4]([F:17])[CH:3]=1. The catalyst class is: 110.